Predict the reaction yield, written as a fraction of the theoretical maximum amount of product (1.0 means a 100% yield; for example, 0.34 means a 34% yield). From a dataset of Reaction yield outcomes from USPTO patents with 853,638 reactions. (1) The reactants are [N:1]([C:4]1[CH:9]=[CH:8][C:7]([CH:10]2[O:14][CH2:13][CH2:12][O:11]2)=[CH:6][CH:5]=1)=[N+:2]=[N-:3].[CH2:15]([O:17][C:18](=[O:21])[C:19]#[CH:20])[CH3:16].O=C1O[C@H]([C@H](CO)O)C([O-])=C1O.[Na+]. The catalyst is C(O)(C)(C)C.O.O.O.O.O.S([O-])([O-])(=O)=O.[Cu+2].O.C(Cl)Cl. The product is [O:14]1[CH2:13][CH2:12][O:11][CH:10]1[C:7]1[CH:6]=[CH:5][C:4]([N:1]2[CH:20]=[C:19]([C:18]([O:17][CH2:15][CH3:16])=[O:21])[N:3]=[N:2]2)=[CH:9][CH:8]=1. The yield is 0.121. (2) The reactants are Br[C:2]1[CH:3]=[C:4]([CH:8]([N:12]2[CH:16]=[C:15]([C:17]3[C:18]4[CH:25]=[CH:24][N:23]([CH2:26][O:27][CH2:28][CH2:29][Si:30]([CH3:33])([CH3:32])[CH3:31])[C:19]=4[N:20]=[CH:21][N:22]=3)[CH:14]=[N:13]2)[CH2:9][C:10]#[N:11])[CH:5]=[N:6][CH:7]=1.O1CCOCC1.[C:40]1(B(O)O)[CH:45]=[CH:44][CH:43]=[CH:42][CH:41]=1.C(=O)(O)[O-].[Na+].O. The catalyst is C1C=CC([P]([Pd]([P](C2C=CC=CC=2)(C2C=CC=CC=2)C2C=CC=CC=2)([P](C2C=CC=CC=2)(C2C=CC=CC=2)C2C=CC=CC=2)[P](C2C=CC=CC=2)(C2C=CC=CC=2)C2C=CC=CC=2)(C2C=CC=CC=2)C2C=CC=CC=2)=CC=1. The product is [C:40]1([C:2]2[CH:3]=[C:4]([CH:8]([N:12]3[CH:16]=[C:15]([C:17]4[C:18]5[CH:25]=[CH:24][N:23]([CH2:26][O:27][CH2:28][CH2:29][Si:30]([CH3:33])([CH3:32])[CH3:31])[C:19]=5[N:20]=[CH:21][N:22]=4)[CH:14]=[N:13]3)[CH2:9][C:10]#[N:11])[CH:5]=[N:6][CH:7]=2)[CH:45]=[CH:44][CH:43]=[CH:42][CH:41]=1. The yield is 0.800. (3) The reactants are [CH3:1][O:2][C:3]([C@@H:5]1[CH2:10][CH2:9][CH2:8][N:7]([C:11]([O:13][C:14]([CH3:17])([CH3:16])[CH3:15])=[O:12])[N:6]1[C:18]([O:20][C:21]([CH3:24])([CH3:23])[CH3:22])=[O:19])=[O:4].[CH3:25][Si]([N-][Si](C)(C)C)(C)C.[Li+].IC. The catalyst is O1CCCC1. The product is [CH3:1][O:2][C:3]([C:5]1([CH3:25])[CH2:10][CH2:9][CH2:8][N:7]([C:11]([O:13][C:14]([CH3:17])([CH3:15])[CH3:16])=[O:12])[N:6]1[C:18]([O:20][C:21]([CH3:24])([CH3:23])[CH3:22])=[O:19])=[O:4]. The yield is 0.520. (4) The product is [O:10]1[C:11]2[CH:16]=[CH:15][N:14]=[CH:13][C:12]=2[N:17]=[C:9]1[C:7]1[S:8][C:4]([NH2:1])=[CH:5][CH:6]=1. The yield is 0.700. The reactants are [N+:1]([C:4]1[S:8][C:7]([C:9]2[O:10][C:11]3[CH:16]=[CH:15][N:14]=[CH:13][C:12]=3[N:17]=2)=[CH:6][CH:5]=1)([O-])=O.[NH4+].[Cl-].C(OCC)(=O)C.CCN(CC)CC. The catalyst is CO.O.[Fe]. (5) The reactants are [N+:1]([C:4]1[CH:5]=[C:6]2[CH2:12][C@@:11]3([CH:17]4[CH2:18][CH2:19][N:14]([CH2:15][CH2:16]4)[CH2:13]3)[O:10][C:7]2=[N:8][CH:9]=1)([O-])=O. The catalyst is CO. The product is [NH2:1][C:4]1[CH:5]=[C:6]2[CH2:12][C@@:11]3([CH:17]4[CH2:16][CH2:15][N:14]([CH2:19][CH2:18]4)[CH2:13]3)[O:10][C:7]2=[N:8][CH:9]=1. The yield is 0.920. (6) The reactants are [Cl:1][C:2]1[CH:7]=[CH:6][C:5]([S:8]([NH:11][C:12]2[CH:13]=[CH:14][CH:15]=[C:16]3[C:21]=2[N:20]=[CH:19][CH:18]=[C:17]3[C:22]([F:25])([F:24])[F:23])(=[O:10])=[O:9])=[C:4]([N+:26]([O-])=O)[CH:3]=1.Cl[Sn]Cl. The catalyst is Cl.CCO. The product is [NH2:26][C:4]1[CH:3]=[C:2]([Cl:1])[CH:7]=[CH:6][C:5]=1[S:8]([NH:11][C:12]1[CH:13]=[CH:14][CH:15]=[C:16]2[C:21]=1[N:20]=[CH:19][CH:18]=[C:17]2[C:22]([F:24])([F:25])[F:23])(=[O:9])=[O:10]. The yield is 1.00. (7) The reactants are [C:1]1([C:7]2[CH:8]=[C:9]3[C:15]([C:16]4[CH:24]=[CH:23][C:19]([C:20]([OH:22])=[O:21])=[CH:18][CH:17]=4)=[CH:14][N:13](S(C4C=CC(C)=CC=4)(=O)=O)[C:10]3=[N:11][CH:12]=2)[CH:6]=[CH:5][CH:4]=[CH:3][CH:2]=1.Cl. The catalyst is CO.[OH-].[Na+]. The product is [C:1]1([C:7]2[CH:8]=[C:9]3[C:15]([C:16]4[CH:17]=[CH:18][C:19]([C:20]([OH:22])=[O:21])=[CH:23][CH:24]=4)=[CH:14][NH:13][C:10]3=[N:11][CH:12]=2)[CH:2]=[CH:3][CH:4]=[CH:5][CH:6]=1. The yield is 0.600. (8) The reactants are Cl[C:2]1[C:7]([NH:8][C:9]([C:11]2[CH:20]=[CH:19][C:14]([C:15]([O:17][CH3:18])=[O:16])=[CH:13][CH:12]=2)=[O:10])=[CH:6][CH:5]=[CH:4][N:3]=1.C[Si](OP(=O)=O)(C)C. The catalyst is C(OCC)C. The product is [N:8]1[C:7]2[C:2](=[N:3][CH:4]=[CH:5][CH:6]=2)[O:10][C:9]=1[C:11]1[CH:20]=[CH:19][C:14]([C:15]([O:17][CH3:18])=[O:16])=[CH:13][CH:12]=1. The yield is 0.810.